This data is from CYP2C19 inhibition data for predicting drug metabolism from PubChem BioAssay. The task is: Regression/Classification. Given a drug SMILES string, predict its absorption, distribution, metabolism, or excretion properties. Task type varies by dataset: regression for continuous measurements (e.g., permeability, clearance, half-life) or binary classification for categorical outcomes (e.g., BBB penetration, CYP inhibition). Dataset: cyp2c19_veith. (1) The molecule is CCOC(=O)c1[nH]c2cc3c(cc2c1NC(=O)CN1CCC2(CC1)OCCO2)OCO3. The result is 0 (non-inhibitor). (2) The drug is N[C@@H](CCCCO)C(=O)O. The result is 0 (non-inhibitor).